From a dataset of Full USPTO retrosynthesis dataset with 1.9M reactions from patents (1976-2016). Predict the reactants needed to synthesize the given product. Given the product [CH:24]12[CH2:23][CH2:22][CH:21]([CH2:27][CH2:26]1)[CH2:20][N:19]([C:17]([CH2:16][N:4]1[C:5]3[CH:15]=[CH:14][CH:13]=[CH:12][C:6]=3[C:7]([CH:9]([CH3:10])[CH3:11])=[N:8][CH:2]([NH:1][C:41]([NH:40][C:36]3[CH:37]=[CH:38][CH:39]=[C:34]([C:33]4[NH:29][N:30]=[N:31][N:32]=4)[CH:35]=3)=[O:42])[C:3]1=[O:28])=[O:18])[CH2:25]2, predict the reactants needed to synthesize it. The reactants are: [NH2:1][CH:2]1[N:8]=[C:7]([CH:9]([CH3:11])[CH3:10])[C:6]2[CH:12]=[CH:13][CH:14]=[CH:15][C:5]=2[N:4]([CH2:16][C:17]([N:19]2[CH2:25][CH:24]3[CH2:26][CH2:27][CH:21]([CH2:22][CH2:23]3)[CH2:20]2)=[O:18])[C:3]1=[O:28].[NH:29]1[C:33]([C:34]2[CH:35]=[C:36]([NH:40][C:41](=O)[O:42]C3C=CC([N+]([O-])=O)=CC=3)[CH:37]=[CH:38][CH:39]=2)=[N:32][N:31]=[N:30]1.